From a dataset of Forward reaction prediction with 1.9M reactions from USPTO patents (1976-2016). Predict the product of the given reaction. Given the reactants F[C:2]1[C:7](F)=CC=C[C:3]=1[CH2:9][S:10]([C:13]1[N:22]=[C:21]([NH:23][C@H:24]([CH3:27])[CH2:25][OH:26])[C:20]2[N:19]=[CH:18][C:17](=[O:28])[NH:16][C:15]=2[N:14]=1)(=O)=O.[O:29]1C(CS)=CC=[N:30]1, predict the reaction product. The product is: [OH:26][CH2:25][C@H:24]([NH:23][C:21]1[C:20]2[N:19]=[CH:18][C:17](=[O:28])[NH:16][C:15]=2[N:14]=[C:13]([S:10][CH2:9][C:3]2[O:29][N:30]=[CH:7][CH:2]=2)[N:22]=1)[CH3:27].